This data is from Full USPTO retrosynthesis dataset with 1.9M reactions from patents (1976-2016). The task is: Predict the reactants needed to synthesize the given product. (1) Given the product [C:12]([C:8]1[CH:7]=[C:6]2[C:11]([C:3](/[CH:1]=[CH:17]/[C:18]([OH:20])=[O:19])=[N:4][NH:5]2)=[CH:10][CH:9]=1)#[N:13], predict the reactants needed to synthesize it. The reactants are: [CH:1]([C:3]1[C:11]2[C:6](=[CH:7][C:8]([C:12]#[N:13])=[CH:9][CH:10]=2)[NH:5][N:4]=1)=O.[C:18]([OH:20])(=[O:19])[CH:17]([CH2:17][C:18]([OH:20])=[O:19])O. (2) Given the product [CH2:20]([O:11][C:8]1[CH:9]=[CH:10][N:5]([CH2:4][C:3]2[CH:13]=[CH:14][C:15]([Cl:17])=[CH:16][C:2]=2[Cl:1])[C:6](=[O:12])[CH:7]=1)[C:21]1[CH:26]=[CH:25][CH:24]=[CH:23][CH:22]=1, predict the reactants needed to synthesize it. The reactants are: [Cl:1][C:2]1[CH:16]=[C:15]([Cl:17])[CH:14]=[CH:13][C:3]=1[CH2:4][N:5]1[CH:10]=[CH:9][C:8]([OH:11])=[CH:7][C:6]1=[O:12].[H-].[Na+].[CH2:20](Br)[C:21]1[CH:26]=[CH:25][CH:24]=[CH:23][CH:22]=1.